From a dataset of Forward reaction prediction with 1.9M reactions from USPTO patents (1976-2016). Predict the product of the given reaction. (1) Given the reactants [C:1]([O:5][CH2:6][CH2:7][CH2:8][CH2:9][CH2:10][CH:11]([CH3:13])[CH3:12])(=[O:4])[CH:2]=[CH2:3].[C:14]([NH2:18])(=[O:17])[CH:15]=[CH2:16].[C:19]([O:22][CH:23]=[CH2:24])(=[O:21])[CH3:20].N(C(C)(CC(C)C)C#N)=NC(C)(CC(C)C)C#N.CC(N=NC(C#N)(C)C)(C#N)C, predict the reaction product. The product is: [C:1]([O:5][CH2:6][CH2:7][CH2:8][CH2:9][CH2:10][CH:11]([CH3:13])[CH3:12])(=[O:4])[CH:2]=[CH2:3].[C:14]([NH2:18])(=[O:17])[CH:15]=[CH2:16].[C:19]([O:22][CH:23]=[CH2:24])(=[O:21])[CH3:20]. (2) Given the reactants CSCS(C)=O.[OH-].[Na+].C([O:16][C:17]1[CH:18]=[CH:19][C:20]([O:25][CH2:26][CH3:27])=[C:21]([CH:24]=1)[CH:22]=O)C1C=CC=CC=1.[C:28]([O:31][CH2:32]C)(=[O:30])C, predict the reaction product. The product is: [CH2:26]([O:25][C:20]1[CH:19]=[CH:18][C:17]([OH:16])=[CH:24][C:21]=1[CH2:22][C:28]([O:31][CH3:32])=[O:30])[CH3:27].